This data is from Forward reaction prediction with 1.9M reactions from USPTO patents (1976-2016). The task is: Predict the product of the given reaction. (1) The product is: [F:1][C:2]1[CH:3]=[C:4]([CH:26]=[CH:27][C:28]=1[F:29])[O:5][CH:6]1[CH2:7][CH2:8][N:9]([CH2:12][CH2:13][CH2:14][NH2:15])[CH2:10][CH2:11]1. Given the reactants [F:1][C:2]1[CH:3]=[C:4]([CH:26]=[CH:27][C:28]=1[F:29])[O:5][CH:6]1[CH2:11][CH2:10][N:9]([CH2:12][CH2:13][CH2:14][N:15]2C(=O)C3C(=CC=CC=3)C2=O)[CH2:8][CH2:7]1.O.NN, predict the reaction product. (2) Given the reactants [Cl-].[Mg+2].[Cl-].[C:4]([O:12][CH2:13][CH3:14])(=[O:11])[CH2:5][C:6]([O:8][CH2:9][CH3:10])=[O:7].C(N(CC)CC)C.[C:22](Cl)(=[O:25])[CH2:23][CH3:24].Cl, predict the reaction product. The product is: [C:22]([CH:5]([C:6]([O:8][CH2:9][CH3:10])=[O:7])[C:4]([O:12][CH2:13][CH3:14])=[O:11])(=[O:25])[CH2:23][CH3:24]. (3) Given the reactants ClC1N=C(NC(C)(C)CNC(=O)OC(C)(C)C)[C:5]([C:21]#[C:22]C(OCC)OCC)=[CH:4]N=1.CCCC[N+](CCCC)(CCCC)CCCC.[F-].[Cl:48][C:49]1[N:50]=[CH:51][C:52]2[CH:57]=[C:56]([CH:58]([O:62][CH2:63][CH3:64])[O:59][CH2:60][CH3:61])[N:55]([CH2:65][CH2:66][NH:67][C:68](=[O:74])[O:69][C:70]([CH3:73])([CH3:72])[CH3:71])[C:53]=2[N:54]=1, predict the reaction product. The product is: [Cl:48][C:49]1[N:50]=[CH:51][C:52]2[CH:57]=[C:56]([CH:58]([O:62][CH2:63][CH3:64])[O:59][CH2:60][CH3:61])[N:55]([CH2:65][C:66]3([NH:67][C:68](=[O:74])[O:69][C:70]([CH3:72])([CH3:71])[CH3:73])[CH2:22][CH2:21][CH2:5][CH2:4]3)[C:53]=2[N:54]=1. (4) Given the reactants FC(F)(F)C1C=C(C=C(C(F)(F)F)C=1)CN(C[C:14]1[C:15]([N:24]([CH2:27][CH:28]2[CH2:32][CH2:31][CH2:30][CH2:29]2)CC)=NC2C(C=1)=CC=CC=2)C1NN=NN=1.[OH-].[Na+].ClCCl.S(OC)(OC)(=O)=O, predict the reaction product. The product is: [CH:28]1([CH2:27][NH:24][CH2:15][CH3:14])[CH2:32][CH2:31][CH2:30][CH2:29]1.